This data is from Catalyst prediction with 721,799 reactions and 888 catalyst types from USPTO. The task is: Predict which catalyst facilitates the given reaction. (1) Reactant: [N+:1]([C:4]1[CH:9]=[C:8]([O:10][C:11]([F:14])([F:13])[F:12])[C:7]([N:15]2[CH2:20][CH2:19][CH2:18][CH2:17][CH2:16]2)=[CH:6][C:5]=1[NH2:21])([O-])=O.S(S([O-])=O)([O-])=O.[Na+].[Na+].[CH:30](OC)(OC)OC.CN(C=O)C. Product: [N:15]1([C:7]2[C:8]([O:10][C:11]([F:14])([F:13])[F:12])=[CH:9][C:4]3[NH:1][CH:30]=[N:21][C:5]=3[CH:6]=2)[CH2:20][CH2:19][CH2:18][CH2:17][CH2:16]1. The catalyst class is: 15. (2) The catalyst class is: 53. Reactant: [F:1][C:2]1[CH:3]=[C:4]([CH3:9])[CH:5]=[CH:6][C:7]=1[Br:8].[Br:10]N1C(=O)CCC1=O.C(OOC(=O)C1C=CC=CC=1)(=O)C1C=CC=CC=1. Product: [F:1][C:2]1[CH:3]=[C:4]([CH:5]=[CH:6][C:7]=1[Br:8])[CH2:9][Br:10]. (3) Reactant: [Cl:1][C:2]1[CH:3]=[C:4]([CH:10]=[CH:11][C:12]=1[N:13]1[CH:18]([CH3:19])[CH2:17][O:16][CH2:15][C:14]1=[O:20])[C:5]([O:7]CC)=[O:6].[OH-].[Li+]. Product: [Cl:1][C:2]1[CH:3]=[C:4]([CH:10]=[CH:11][C:12]=1[N:13]1[CH:18]([CH3:19])[CH2:17][O:16][CH2:15][C:14]1=[O:20])[C:5]([OH:7])=[O:6]. The catalyst class is: 20.